Dataset: Full USPTO retrosynthesis dataset with 1.9M reactions from patents (1976-2016). Task: Predict the reactants needed to synthesize the given product. (1) The reactants are: [F:1][C:2]1[CH:27]=[CH:26][CH:25]=[C:24]([F:28])[C:3]=1[C:4]([NH:6][C:7]1[S:8][C:9]([C:14]2[CH:19]=[CH:18][CH:17]=[C:16]([C:20]([F:23])([F:22])[F:21])[CH:15]=2)=[C:10]([CH:12]=O)[N:11]=1)=[O:5].Cl.[NH2:30][OH:31].C([O-])(O)=O.[Na+].[CH3:37][Si:38]([C:41]#[CH:42])([CH3:40])[CH3:39].ClN1C(=O)CCC1=O. Given the product [F:28][C:24]1[CH:25]=[CH:26][CH:27]=[C:2]([F:1])[C:3]=1[C:4]([NH:6][C:7]1[S:8][C:9]([C:14]2[CH:19]=[CH:18][CH:17]=[C:16]([C:20]([F:21])([F:22])[F:23])[CH:15]=2)=[C:10]([C:12]2[CH:42]=[C:41]([Si:38]([CH3:40])([CH3:39])[CH3:37])[O:31][N:30]=2)[N:11]=1)=[O:5], predict the reactants needed to synthesize it. (2) Given the product [Br:1][C:2]1[CH:3]=[C:4]([NH:13][CH:14]([CH2:16][CH3:17])[CH3:15])[C:5]([CH3:12])=[C:6]([CH:11]=1)[C:7]([OH:9])=[O:8], predict the reactants needed to synthesize it. The reactants are: [Br:1][C:2]1[CH:3]=[C:4]([NH:13][CH:14]([CH2:16][CH3:17])[CH3:15])[C:5]([CH3:12])=[C:6]([CH:11]=1)[C:7]([O:9]C)=[O:8].[Li+].[OH-].